The task is: Predict the reaction yield, written as a fraction of the theoretical maximum amount of product (1.0 means a 100% yield; for example, 0.34 means a 34% yield).. This data is from Reaction yield outcomes from USPTO patents with 853,638 reactions. The reactants are [CH3:1][C:2]1[CH:7]=[CH:6][C:5](OS(C(F)(F)F)(=O)=O)=[C:4]([N+:16]([O-:18])=[O:17])[CH:3]=1.[SH:19][C:20]1[CH:25]=[CH:24][C:23]([NH:26][C:27](=[O:29])[CH3:28])=[CH:22][CH:21]=1. No catalyst specified. The product is [CH3:1][C:2]1[CH:7]=[CH:6][C:5]([S:19][C:20]2[CH:21]=[CH:22][C:23]([NH:26][C:27](=[O:29])[CH3:28])=[CH:24][CH:25]=2)=[C:4]([N+:16]([O-:18])=[O:17])[CH:3]=1. The yield is 0.980.